From a dataset of Reaction yield outcomes from USPTO patents with 853,638 reactions. Predict the reaction yield, written as a fraction of the theoretical maximum amount of product (1.0 means a 100% yield; for example, 0.34 means a 34% yield). The catalyst is C1(C)C=CC=CC=1.C1C=CC(P(C2C=CC=CC=2)[C-]2C=CC=C2)=CC=1.C1C=CC(P(C2C=CC=CC=2)[C-]2C=CC=C2)=CC=1.[Fe+2].Cl[Pd]Cl. The yield is 0.170. The reactants are Cl[C:2]1[CH:7]=[C:6]([O:8][C:9]2[CH:14]=[CH:13][C:12]([NH:15][C:16](=[O:22])[O:17][C:18]([CH3:21])([CH3:20])[CH3:19])=[CH:11][C:10]=2[F:23])[CH:5]=[CH:4][N:3]=1.CC([O-])(C)C.[Na+].[CH2:30]([NH2:37])[C:31]1[CH:36]=[CH:35][CH:34]=[CH:33][CH:32]=1. The product is [C:18]([O:17][C:16](=[O:22])[NH:15][C:12]1[CH:13]=[CH:14][C:9]([O:8][C:6]2[CH:5]=[CH:4][N:3]=[C:2]([NH:37][CH2:30][C:31]3[CH:36]=[CH:35][CH:34]=[CH:33][CH:32]=3)[CH:7]=2)=[C:10]([F:23])[CH:11]=1)([CH3:21])([CH3:20])[CH3:19].